Task: Binary Classification. Given a miRNA mature sequence and a target amino acid sequence, predict their likelihood of interaction.. Dataset: Experimentally validated miRNA-target interactions with 360,000+ pairs, plus equal number of negative samples (1) The miRNA is mmu-miR-3097-5p with sequence CACAGGUGGGAAGUGUGUGUCCA. The protein sequence of the target gene is MVVSELAARLNCAEYKNWVKAGHCLLLLRSCLQGFIDREVLSFHRGLLAAVPGLGPHATCRGGSRCSPRARQFQPQCQVCAEWKHEILRHHINRNGDVHWGNCKPGLWPKDPWEVAKAFMPRGLADKRGPEECDAVALLSLINSCDHFVVDRKKVTEVIKCRNEIMHSSEMKVSSTWLRDFQIKIQNFLNEFKNIPEIVAVYSRIEQLLTSDWAVHIPEEDERDGCEFEIGSYLSVSQIHEIEIELLKEKLQEMYLQAAEEEMLPEEISNQLDVVKGFLGSNTDLRNGLTEDLQKLESLH.... Result: 1 (interaction). (2) The miRNA is hsa-miR-3923 with sequence AACUAGUAAUGUUGGAUUAGGG. The protein sequence of the target gene is MNNTAASPMSTATSSSGRSTGKSISFATELQSMMYSLGDARRPLHETAVLVEDVVHTQLINLLQQAAEVSQLRGARVITPEDLLFLMRKDKKKLRRLLKYMFIRDYKSKIVKGIDEDDLLEDKLSGSNNANKRQKIAQDFLNSIDQTGELLAMFEDDEIDEVKQERMERAERQTRIMDSAQYAEFCESRQLSFSKKASKFRDWLDCSSMEIKPNVVAMEILAYLAYETVAQLVDLALLVRQDMVTKAGDPFSHAISATFIQYHNSAESTAACGVEAHSDAIQPCHIREAIRRYSHRIGPL.... Result: 0 (no interaction). (3) The miRNA is hsa-miR-19b-1-5p with sequence AGUUUUGCAGGUUUGCAUCCAGC. The protein sequence of the target gene is MKKPIGILSPGVALGTAGGAMSSKFFLMALATFFSFAQVVIEANSWWSLGMNNPVQMSEVYIIGAQPLCSQLAGLSQGQKKLCHLYQDHMQYIGEGAKTGIKECQYQFRHRRWNCSTVDNTSVFGRVMQIGSRETAFTYAVSAAGVVNAMSRACREGELSTCGCSRAARPKDLPRDWLWGGCGDNIDYGYRFAKEFVDARERERIHAKGSYESARILMNLHNNEAGRRTVYNLADVACKCHGVSGSCSLKTCWLQLADFRKVGDALKEKYDSAAAMRLNSRGKLVQVNSRFNSPTTQDLV.... Result: 0 (no interaction). (4) The miRNA is hsa-miR-145-5p with sequence GUCCAGUUUUCCCAGGAAUCCCU. The protein sequence of the target gene is MEVVDETEALQRFFEGHDINGALEPSNIDTSILEEYISKEDASDLCFPDISAPASSASYSHGQPAMPGSSGVHHLSPPGGGPSPGRHGPLPPPGYGTPLNCNNNNGMGAAPKPFPGGTGPPIKAEPKAPYAPGTLPDSPPDSGSEAYSPQQVNEPHLLRTITPETLCHVGVPSRLEHPPPPPAHLPGPPPPPPPPPHYPVLQRDLYMKAEPPIPHYAAMGQGLVPTDLHHTQQSQMLHQLLQQHGAELPTHPSKKRKHSESPPSTLNAQMLNGMIKQEPGTVTALPLHPTRAPSPPWPPQ.... Result: 1 (interaction). (5) The miRNA is hsa-miR-4659a-5p with sequence CUGCCAUGUCUAAGAAGAAAAC. The protein sequence of the target gene is MTSEEMAASVLIPVTQRKVASAQSVAEERSVKVSDAGIPRARAGRQGALIPPTISQWNKHKEESSRSDLSKVFSIARGELVCDENSNEEGWEENAPDSPENHAMNGNSLVQSHQHQFPRSQLCEARDSVTEDPCLQPGIPSPLERKVLPGIQLEMEDSPMDVSPAGSQPRIMESSGPHSDRNTAVFHFHYEADRTMSDAFHTLSENLILDDCANCVTLPGGQQNKNCMAYACKLVELTRTCGSKNGQVQCEHCTSLRDEYLCFESSCSKADEVCSGGGFCEDGFAHGPAAKTFLNPLEDF.... Result: 0 (no interaction). (6) The miRNA is hsa-miR-1273h-5p with sequence CUGGGAGGUCAAGGCUGCAGU. The protein sequence of the target gene is MPGPRRPAGSRLRLLLLLLLPPLLLLLRGSHAGNLTVAVVLPLANTSYPWSWARVGPAVELALAQVKARPDLLPGWTVRTVLGSSENALGVCSDTAAPLAAVDLKWEHNPAVFLGPGCVYAAAPVGRFTAHWRVPLLTAGAPALGFGVKDEYALTTRAGPSYAKLGDFVAALHRRLGWERQALMLYAYRPGDEEHCFFLVEGLFMRVRDRLNITVDHLEFAEDDLSHYTRLLRTMPRKGRVIYICSSPDAFRTLMLLALEAGLCGEDYVFFHLDIFGQSLQGGQGPAPRRPWERGDGQDV.... Result: 1 (interaction). (7) The miRNA is hsa-miR-3176 with sequence ACUGGCCUGGGACUACCGG. The protein sequence of the target gene is MDPKAGGGGEEDDCVDSGAETGGSDYSHLSSTSSELSVEEAQDPFLVSIHIIADPGESQPLQEAIDNVLAWIHPDLPLFRVSERRASRRRRKPPKGAQPALAVVLFLQEEYGEEQILQLHRTLQQPPWRHHHTEQVHGRFLPYLPCSQDFFTLAPGTPLWAIRPVHYGKEIVRFTVYCRYDNYADSLRFYQLILRRSPSQKKADFCIFPIFSNLDVDIQFSLKRLPCDQCPVPTDSSVLEFRVRDIGELVPLLPNPCSPISEGRWQTEDHDGNKILLQAQRVHKKFPKPGRVHHASEKKR.... Result: 0 (no interaction). (8) The miRNA is mmu-miR-218-5p with sequence UUGUGCUUGAUCUAACCAUGU. The protein sequence of the target gene is MPGGGASAASGRLLTAAEQRGSREAAGSASRSGFGGSGGGRGGASGPGSGSGGPGGPAGRMSLTPKELSSLLSIISEEAGGGSTFEGLSTAFHHYFSKADHFRLGSVLVMLLQQPDLLPSAAQRLTALYLLWEMYRTEPLAANPFAASFAHLLNPAPPARGGQEPDRPPLSGFLPPITPPEKFFLSQLMLAPPRELFKKTPRQIALMDVGNMGQSVDISGLQLALAERQSELPTQSKASFPSILSDPDPDSSNSGFDSSVASQITEALVSGPKPPIESHFRPEFIRPPPPLHICEDELAW.... Result: 0 (no interaction). (9) The miRNA is hsa-miR-5582-5p with sequence UAGGCACACUUAAAGUUAUAGC. The protein sequence of the target gene is MAAGKFASLPRNMPVNHQFPLASSMDLLSSRSPLAEHRPDAYQDVSIHGTLPRKKKGPPPIRSCDDFSHMGTLPHSKSPRQNSPVTQDGIQESPWQDRHGETFTFRDPHLLDPTVEYVKFSKERHIMDRTPEKLKKELEEELLLSSEDLRSHAWYHGRIPRQVSENLVQRDGDFLVRDSLSSPGNFVLTCQWKNLAQHFKINRTVLRLSEAYSRVQYQFEMESFDSIPGLVRCYVGNRRPISQQSGAIIFQPINRTVPLRCLEEHYGTSPGQAREGSLTKGRPDVAKRLSLTMGGVQARE.... Result: 0 (no interaction). (10) The miRNA is hsa-miR-4289 with sequence GCAUUGUGCAGGGCUAUCA. The protein sequence of the target gene is MRSSKSKEVPLPNPRNSQSKDTVQADITTSWDALSQTKAALRHIENKLEVAPTSTAVCDSVMDTKKSSTSATRKISRKDGRYLDDSWVNAPISKSTKSRKEKSRSPLRATTLESNVKKNNRVEFREPLVSYREIHGAPSNFSSSHLESKHVYCVDVNEEKTESGNWMIGSREERNIRSCDFESSQSSVINDTVVRFLNDRPAIDALQNSECLIRMGASMRTEEEMPNRTKGSENNLKLSVNNMAHDTDPKALRLTDSSPSSTSTSNSQRLDILKRRQHDVKLEKLKERIRKQWEHSEETN.... Result: 1 (interaction).